From a dataset of Forward reaction prediction with 1.9M reactions from USPTO patents (1976-2016). Predict the product of the given reaction. (1) Given the reactants [CH3:1][O:2][C:3]1[CH:11]=[C:10]([C:12]([F:15])([F:14])[F:13])[CH:9]=[C:8]([S:16][CH3:17])[C:4]=1[C:5]([OH:7])=O.C(N(CC)C(C)C)(C)C.F[P-](F)(F)(F)(F)F.N1(OC(N(C)C)=[N+](C)C)C2N=CC=CC=2N=N1.[NH2:51][CH:52]1[CH2:57][CH2:56][CH2:55][CH2:54][C:53]1=[O:58], predict the reaction product. The product is: [CH3:1][O:2][C:3]1[CH:11]=[C:10]([C:12]([F:15])([F:14])[F:13])[CH:9]=[C:8]([S:16][CH3:17])[C:4]=1[C:5]([NH:51][CH:52]1[CH2:57][CH2:56][CH2:55][CH2:54][C:53]1=[O:58])=[O:7]. (2) Given the reactants [F:1][C:2]1[C:3]([F:24])=[C:4]2[O:9][CH2:8][C:7]3([CH2:12][CH2:11][CH2:10]3)[N:6]3[CH:13]=[C:14]([C:19]([O:21][CH2:22][CH3:23])=[O:20])[C:15](=[O:18])[C:16]([CH:17]=1)=[C:5]23.[N+:25]([O-])([O-:27])=[O:26].[K+], predict the reaction product. The product is: [F:1][C:2]1[C:3]([F:24])=[C:4]2[O:9][CH2:8][C:7]3([CH2:10][CH2:11][CH2:12]3)[N:6]3[CH:13]=[C:14]([C:19]([O:21][CH2:22][CH3:23])=[O:20])[C:15](=[O:18])[C:16]([C:17]=1[N+:25]([O-:27])=[O:26])=[C:5]23. (3) The product is: [Br:9][C:6]1[CH:7]=[CH:8][C:3]([O:12][CH2:10][CH3:11])=[N:4][CH:5]=1. Given the reactants [Na].Br[C:3]1[CH:8]=[CH:7][C:6]([Br:9])=[CH:5][N:4]=1.[CH2:10]([OH:12])[CH3:11], predict the reaction product.